From a dataset of NCI-60 drug combinations with 297,098 pairs across 59 cell lines. Regression. Given two drug SMILES strings and cell line genomic features, predict the synergy score measuring deviation from expected non-interaction effect. (1) Drug 1: CC=C1C(=O)NC(C(=O)OC2CC(=O)NC(C(=O)NC(CSSCCC=C2)C(=O)N1)C(C)C)C(C)C. Drug 2: CCCCC(=O)OCC(=O)C1(CC(C2=C(C1)C(=C3C(=C2O)C(=O)C4=C(C3=O)C=CC=C4OC)O)OC5CC(C(C(O5)C)O)NC(=O)C(F)(F)F)O. Cell line: HCC-2998. Synergy scores: CSS=66.1, Synergy_ZIP=3.13, Synergy_Bliss=2.36, Synergy_Loewe=4.25, Synergy_HSA=4.28. (2) Drug 1: CC1C(C(=O)NC(C(=O)N2CCCC2C(=O)N(CC(=O)N(C(C(=O)O1)C(C)C)C)C)C(C)C)NC(=O)C3=C4C(=C(C=C3)C)OC5=C(C(=O)C(=C(C5=N4)C(=O)NC6C(OC(=O)C(N(C(=O)CN(C(=O)C7CCCN7C(=O)C(NC6=O)C(C)C)C)C)C(C)C)C)N)C. Drug 2: C1=CC=C(C(=C1)C(C2=CC=C(C=C2)Cl)C(Cl)Cl)Cl. Cell line: CCRF-CEM. Synergy scores: CSS=28.0, Synergy_ZIP=6.32, Synergy_Bliss=16.6, Synergy_Loewe=-15.3, Synergy_HSA=9.11. (3) Drug 1: C(CC(=O)O)C(=O)CN.Cl. Drug 2: CCN(CC)CCCC(C)NC1=C2C=C(C=CC2=NC3=C1C=CC(=C3)Cl)OC. Cell line: KM12. Synergy scores: CSS=22.3, Synergy_ZIP=-7.69, Synergy_Bliss=-1.86, Synergy_Loewe=-17.5, Synergy_HSA=-1.95. (4) Drug 1: CCC(=C(C1=CC=CC=C1)C2=CC=C(C=C2)OCCN(C)C)C3=CC=CC=C3.C(C(=O)O)C(CC(=O)O)(C(=O)O)O. Drug 2: CCN(CC)CCCC(C)NC1=C2C=C(C=CC2=NC3=C1C=CC(=C3)Cl)OC. Cell line: MDA-MB-231. Synergy scores: CSS=16.4, Synergy_ZIP=-2.73, Synergy_Bliss=2.97, Synergy_Loewe=-5.01, Synergy_HSA=0.330. (5) Drug 1: C1=CC(=CC=C1C#N)C(C2=CC=C(C=C2)C#N)N3C=NC=N3. Drug 2: CC1=C(C(CCC1)(C)C)C=CC(=CC=CC(=CC(=O)O)C)C. Cell line: ACHN. Synergy scores: CSS=6.40, Synergy_ZIP=-3.97, Synergy_Bliss=-1.66, Synergy_Loewe=-3.05, Synergy_HSA=-1.89.